From a dataset of Full USPTO retrosynthesis dataset with 1.9M reactions from patents (1976-2016). Predict the reactants needed to synthesize the given product. (1) Given the product [CH3:26][N:16]1[C:15]([CH2:14][O:13][C:10]2[CH:11]=[CH:12][C:7]([C:6]([OH:27])=[O:5])=[CH:8][N:9]=2)=[C:19]([C:20]2[CH:25]=[CH:24][CH:23]=[CH:22][CH:21]=2)[N:18]=[N:17]1, predict the reactants needed to synthesize it. The reactants are: O.[OH-].[Li+].C[O:5][C:6](=[O:27])[C:7]1[CH:12]=[CH:11][C:10]([O:13][CH2:14][C:15]2[N:16]([CH3:26])[N:17]=[N:18][C:19]=2[C:20]2[CH:25]=[CH:24][CH:23]=[CH:22][CH:21]=2)=[N:9][CH:8]=1. (2) The reactants are: [NH:1]1[C:9]2[C:4](=[CH:5][CH:6]=[CH:7][CH:8]=2)[CH2:3][C:2]1=[O:10].[Li+].C[Si]([N-][Si](C)(C)C)(C)C.C1COCC1.[Cl:26][CH2:27][CH2:28][N:29]([CH3:40])[C:30]1[CH:31]=[C:32]2[C:36](=[CH:37][CH:38]=1)[C:35](=O)[O:34][CH2:33]2.Cl. Given the product [Cl:26][CH2:27][CH2:28][N:29]([CH3:40])[C:30]1[CH:31]=[C:32]2[C:36](=[CH:37][CH:38]=1)[C:35](=[C:3]1[C:4]3[C:9](=[CH:8][CH:7]=[CH:6][CH:5]=3)[NH:1][C:2]1=[O:10])[O:34][CH2:33]2, predict the reactants needed to synthesize it. (3) Given the product [CH3:1][C:2]1[CH:7]=[CH:6][C:5]([C:8]23[CH2:10][CH:9]2[C:11](=[O:12])[NH:17][C:14]3=[O:16])=[CH:4][CH:3]=1, predict the reactants needed to synthesize it. The reactants are: [CH3:1][C:2]1[CH:7]=[CH:6][C:5]([C:8]2([C:14]([OH:16])=O)[CH2:10][CH:9]2[C:11](O)=[O:12])=[CH:4][CH:3]=1.[NH2:17]C(N)=O. (4) Given the product [C:1]([NH:5][C:6]1[C:15]2[CH:14]=[CH:13][CH:12]=[C:11]([C:16]([NH:18][C:19]3[CH:24]=[C:23]([C:25](=[O:37])[NH:26][C:27]4[CH:32]=[CH:31][C:30]([CH2:47][N:44]5[CH2:45][CH2:46][N:41]([CH2:39][CH3:40])[CH2:42][CH2:43]5)=[C:29]([C:33]([F:34])([F:35])[F:36])[CH:28]=4)[CH:22]=[CH:21][C:20]=3[CH3:38])=[O:17])[C:10]=2[CH:9]=[CH:8][N:7]=1)([CH3:4])([CH3:3])[CH3:2], predict the reactants needed to synthesize it. The reactants are: [C:1]([NH:5][C:6]1[C:15]2[CH:14]=[CH:13][CH:12]=[C:11]([C:16]([NH:18][C:19]3[CH:24]=[C:23]([C:25](=[O:37])[NH:26][C:27]4[CH:32]=[CH:31][CH:30]=[C:29]([C:33]([F:36])([F:35])[F:34])[CH:28]=4)[CH:22]=[CH:21][C:20]=3[CH3:38])=[O:17])[C:10]=2[CH:9]=[CH:8][N:7]=1)([CH3:4])([CH3:3])[CH3:2].[CH2:39]([N:41]1[CH2:46][CH2:45][N:44]([CH2:47]C2C=CC(N)=CC=2C(F)(F)F)[CH2:43][CH2:42]1)[CH3:40].NC1C=CC=CC=1. (5) Given the product [CH2:20]([C:6]1([C:12]2[CH:17]=[CH:16][CH:15]=[C:14]([O:18][CH3:19])[CH:13]=2)[C:5]2[C:9](=[CH:10][C:2]([Cl:1])=[CH:3][CH:4]=2)[NH:8][C:7]1=[O:11])[C:21]1[CH:26]=[CH:25][CH:24]=[CH:23][CH:22]=1, predict the reactants needed to synthesize it. The reactants are: [Cl:1][C:2]1[CH:10]=[C:9]2[C:5]([CH:6]([C:12]3[CH:17]=[CH:16][CH:15]=[C:14]([O:18][CH3:19])[CH:13]=3)[C:7](=[O:11])[NH:8]2)=[CH:4][CH:3]=1.[CH2:20](Br)[C:21]1[CH:26]=[CH:25][CH:24]=[CH:23][CH:22]=1.[I-].[K+].C(=O)([O-])[O-].[K+].[K+].